Dataset: Forward reaction prediction with 1.9M reactions from USPTO patents (1976-2016). Task: Predict the product of the given reaction. (1) Given the reactants [Si]([O:18][CH2:19][CH:20]1[NH:24][C:23](=O)[CH2:22][CH2:21]1)(C(C)(C)C)(C1C=CC=CC=1)C1C=CC=CC=1.[Br:26][C:27]1[CH:28]=[N:29][CH:30]=[C:31](Br)[CH:32]=1.[CH3:34]C(C)([O-])C.[Na+].C1(P(C2C=CC=CC=2)C2C=CC3C(=CC=CC=3)C=2C2C3C(=CC=CC=3)C=CC=2P(C2C=CC=CC=2)C2C=CC=CC=2)C=CC=CC=1, predict the reaction product. The product is: [Br:26][C:27]1[CH:32]=[C:31]([N:24]2[CH:20]([CH2:19][OH:18])[CH2:21][CH:22]3[CH:23]2[CH2:34]3)[CH:30]=[N:29][CH:28]=1. (2) Given the reactants [F:1][C:2]1[C:3]2[N:4]([C:22]([CH:25]([N:27]3[CH:36]=[CH:35][C:34]4[N:33]=[CH:32][CH:31]=[CH:30][C:29]=4[C:28]3=[O:37])[CH3:26])=[N:23][N:24]=2)[CH:5]=[C:6]([C:8]2[CH:9]=[N:10][N:11]([CH2:13][CH2:14][O:15]C3CCCCO3)[CH:12]=2)[CH:7]=1.Cl, predict the reaction product. The product is: [F:1][C:2]1[C:3]2[N:4]([C:22]([CH:25]([N:27]3[CH:36]=[CH:35][C:34]4[N:33]=[CH:32][CH:31]=[CH:30][C:29]=4[C:28]3=[O:37])[CH3:26])=[N:23][N:24]=2)[CH:5]=[C:6]([C:8]2[CH:9]=[N:10][N:11]([CH2:13][CH2:14][OH:15])[CH:12]=2)[CH:7]=1.